This data is from Reaction yield outcomes from USPTO patents with 853,638 reactions. The task is: Predict the reaction yield, written as a fraction of the theoretical maximum amount of product (1.0 means a 100% yield; for example, 0.34 means a 34% yield). (1) The reactants are [CH3:1][C:2]1[CH:19]=[CH:18][CH:17]=[C:16]([CH3:20])[C:3]=1/[CH:4]=[CH:5]/[C:6]1[CH:7]=[C:8]([CH2:12][CH2:13][CH2:14][NH2:15])[CH:9]=[CH:10][CH:11]=1.[ClH:21]. The catalyst is C(OCC)C. The product is [ClH:21].[CH3:1][C:2]1[CH:19]=[CH:18][CH:17]=[C:16]([CH3:20])[C:3]=1/[CH:4]=[CH:5]/[C:6]1[CH:7]=[C:8]([CH2:12][CH2:13][CH2:14][NH2:15])[CH:9]=[CH:10][CH:11]=1. The yield is 0.950. (2) The reactants are I.[NH:2]([C:4]([S:6][CH3:7])=[NH:5])[NH2:3].[Br:8][C:9]1[CH:10]=[C:11]([C:17](=O)[CH:18]=NO)[CH:12]=[C:13]([Br:16])[C:14]=1[OH:15]. The catalyst is O.CCO.Cl. The product is [Br:8][C:9]1[CH:10]=[C:11]([C:17]2[N:3]=[N:2][C:4]([S:6][CH3:7])=[N:5][CH:18]=2)[CH:12]=[C:13]([Br:16])[C:14]=1[OH:15]. The yield is 0.410. (3) The reactants are [O:1]1[C:5]2[CH:6]=[CH:7][C:8]([CH:10]=[CH:11][C:12]#[N:13])=[CH:9][C:4]=2O[CH2:2]1.I[C:15]1[CH:20]=[CH:19][C:18]([O:21][CH3:22])=[CH:17][CH:16]=1.[CH3:23][C:24]([O-:26])=O.[K+].C[N:29]([CH:31]=[O:32])C.C[CH2:34][O:35]CC. The catalyst is [Br-].C([N+](CCCC)(CCCC)CCCC)CCC.CC([O-])=O.CC([O-])=O.[Pd+2].CCCCCC. The product is [CH3:34][O:35][C:31](=[O:32])[NH:29][C:19]1[CH:20]=[CH:15][C:16]([C:10]([C:8]2[CH:7]=[CH:6][C:5]([O:1][CH3:2])=[C:4]([O:26][CH2:24][CH3:23])[CH:9]=2)=[CH:11][C:12]#[N:13])=[CH:17][C:18]=1[O:21][CH3:22]. The yield is 0.320. (4) The reactants are [CH3:1][O:2][C:3]1[CH:4]=[C:5]([NH:11][C:12]2[N:21]=[CH:20][CH:19]=[CH:18][C:13]=2[C:14]([NH:16][NH2:17])=O)[CH:6]=[C:7]([O:9][CH3:10])[CH:8]=1.CS[C:24](=[NH:35])[NH:25][C:26]1[CH:31]=[CH:30][CH:29]=[C:28]([N+:32]([O-:34])=[O:33])[CH:27]=1.I.COC1C=C(NC(=N)SC)C=C(OC)C=1.O. The catalyst is N1C=CC=CC=1. The product is [CH3:1][O:2][C:3]1[CH:4]=[C:5]([NH:11][C:12]2[C:13]([C:14]3[NH:35][C:24]([NH:25][C:26]4[CH:31]=[CH:30][CH:29]=[C:28]([N+:32]([O-:34])=[O:33])[CH:27]=4)=[N:17][N:16]=3)=[CH:18][CH:19]=[CH:20][N:21]=2)[CH:6]=[C:7]([O:9][CH3:10])[CH:8]=1. The yield is 0.540.